Regression. Given a peptide amino acid sequence and an MHC pseudo amino acid sequence, predict their binding affinity value. This is MHC class II binding data. From a dataset of Peptide-MHC class II binding affinity with 134,281 pairs from IEDB. (1) The peptide sequence is EKKYFNATQFEPLAA. The MHC is HLA-DPA10301-DPB10402 with pseudo-sequence HLA-DPA10301-DPB10402. The binding affinity (normalized) is 0.921. (2) The peptide sequence is FVNTLVASSGSYAAT. The MHC is HLA-DQA10301-DQB10302 with pseudo-sequence HLA-DQA10301-DQB10302. The binding affinity (normalized) is 0.188. (3) The peptide sequence is CTNAKVTAKGVSEAN. The MHC is HLA-DQA10102-DQB10502 with pseudo-sequence HLA-DQA10102-DQB10502. The binding affinity (normalized) is 0. (4) The peptide sequence is EKKVFAATQFEPLAA. The MHC is HLA-DQA10501-DQB10301 with pseudo-sequence HLA-DQA10501-DQB10301. The binding affinity (normalized) is 0.313. (5) The peptide sequence is KMYFNLIDTKCYKLEHPV. The MHC is H-2-IAd with pseudo-sequence H-2-IAd. The binding affinity (normalized) is 0. (6) The peptide sequence is KYMVIQGEPGAVIRG. The MHC is DRB1_0701 with pseudo-sequence DRB1_0701. The binding affinity (normalized) is 0.503. (7) The peptide sequence is GARSLTTLLRALGAQ. The MHC is DRB1_0802 with pseudo-sequence DRB1_0802. The binding affinity (normalized) is 0.744. (8) The peptide sequence is CDERVSSDQSALSEF. The MHC is DRB1_0801 with pseudo-sequence DRB1_0801. The binding affinity (normalized) is 0. (9) The peptide sequence is ITKLGAKPDGKTDCT. The MHC is HLA-DQA10201-DQB10202 with pseudo-sequence HLA-DQA10201-DQB10202. The binding affinity (normalized) is 0.